This data is from Full USPTO retrosynthesis dataset with 1.9M reactions from patents (1976-2016). The task is: Predict the reactants needed to synthesize the given product. (1) Given the product [NH2:1][CH:4]1[CH2:5][CH2:6][CH:7]([C:10]2[CH:11]=[C:12]([CH:13]=[CH:14][CH:19]=2)[C:20]([O:22][CH2:23][CH3:26])=[O:21])[CH2:8][CH2:9]1, predict the reactants needed to synthesize it. The reactants are: [N:1]([CH:4]1[CH2:9][CH2:8][CH:7]([C:10]2[CH:11]=[C:12]([C:20]([O:22][CH3:23])=[O:21])[CH:13]=[C:14]([CH:19]=2)C(OC)=O)[CH2:6][CH2:5]1)=[N+]=[N-].[OH-].[Na+].[CH3:26]P(C)C. (2) The reactants are: [Cl:1][C:2]1[CH:3]=[C:4]([CH:27]=[CH:28][C:29]=1[Cl:30])[C:5]([NH:7][C:8]1[CH:9]=[N:10][C:11]([O:14][C:15]2[CH:20]=[CH:19][C:18]([CH2:21][CH2:22][CH2:23][CH2:24][CH2:25]O)=[CH:17][CH:16]=2)=[CH:12][CH:13]=1)=[O:6].S(Cl)([Cl:33])=O. Given the product [ClH:1].[Cl:1][C:2]1[CH:3]=[C:4]([CH:27]=[CH:28][C:29]=1[Cl:30])[C:5]([NH:7][C:8]1[CH:9]=[N:10][C:11]([O:14][C:15]2[CH:16]=[CH:17][C:18]([CH2:21][CH2:22][CH2:23][CH2:24][CH2:25][Cl:33])=[CH:19][CH:20]=2)=[CH:12][CH:13]=1)=[O:6], predict the reactants needed to synthesize it. (3) Given the product [CH3:38][O:37][C:35](=[O:36])[C:34]1[C:39]([CH3:43])=[CH:40][CH:41]=[CH:42][C:33]=1/[CH:17]=[CH:16]/[C:10]1([OH:15])[C:11]([CH3:13])([CH3:14])[CH2:12][C:4]2([O:5][CH:6]([CH3:7])[CH:2]([CH3:1])[O:3]2)[CH:8]=[C:9]1[CH3:31], predict the reactants needed to synthesize it. The reactants are: [CH3:1][CH:2]1[CH:6]([CH3:7])[O:5][C:4]2([CH2:12][C:11]([CH3:14])([CH3:13])[C:10](/[CH:16]=[CH:17]/[Sn](CCCC)(CCCC)CCCC)([OH:15])[C:9]([CH3:31])=[CH:8]2)[O:3]1.I[C:33]1[CH:42]=[CH:41][CH:40]=[C:39]([CH3:43])[C:34]=1[C:35]([O:37][CH3:38])=[O:36].[F-].[K+]. (4) Given the product [ClH:48].[CH2:1]([C@@H:8]1[CH2:9][NH:10][CH2:11][CH2:12][N:13]1[C:14]([C:16]1[N:17]=[CH:18][N:19]([C@H:27]2[CH2:33][CH2:32][CH2:31][CH2:30][CH2:29][C@H:28]2[OH:34])[C:20]=1[C:21]1[CH:26]=[CH:25][CH:24]=[CH:23][CH:22]=1)=[O:15])[C:2]1[CH:7]=[CH:6][CH:5]=[CH:4][CH:3]=1, predict the reactants needed to synthesize it. The reactants are: [CH2:1]([C@H:8]1[N:13]([C:14]([C:16]2[N:17]=[CH:18][N:19]([C@@H:27]3[CH2:33][CH2:32][CH2:31][CH2:30][CH2:29][C@@H:28]3[OH:34])[C:20]=2[C:21]2[CH:26]=[CH:25][CH:24]=[CH:23][CH:22]=2)=[O:15])[CH2:12][CH2:11][N:10](C(OC(C)(C)C)=O)[CH2:9]1)[C:2]1[CH:7]=[CH:6][CH:5]=[CH:4][CH:3]=1.C(OCC)(=O)C.[ClH:48].C(OCC)C. (5) The reactants are: [CH3:1][O:2][C:3]1[CH:8]=[C:7]([O:9][CH3:10])[C:6]([O:11][CH3:12])=[CH:5][C:4]=1[CH:13]=[CH:14]C.BrN1[C:21](=[O:22])CCC1=O.O. Given the product [CH3:1][O:2][C:3]1[CH:8]=[C:7]([O:9][CH3:10])[C:6]([O:11][CH3:12])=[CH:5][C:4]=1[CH:13]([CH3:14])[CH:21]=[O:22], predict the reactants needed to synthesize it. (6) The reactants are: [OH:1][CH2:2][CH2:3][CH2:4][N:5]1[C:13]2[C:8](=[CH:9][CH:10]=[CH:11][CH:12]=2)[C:7]2([C:17]3=[CH:18][C:19]4[O:23][CH2:22][O:21][C:20]=4[CH:24]=[C:16]3[O:15][CH2:14]2)[C:6]1=[O:25].CC(OI1(OC(C)=O)(OC(C)=O)OC(=O)C2C1=CC=CC=2)=O. Given the product [O:25]=[C:6]1[C:7]2([C:17]3=[CH:18][C:19]4[O:23][CH2:22][O:21][C:20]=4[CH:24]=[C:16]3[O:15][CH2:14]2)[C:8]2[C:13](=[CH:12][CH:11]=[CH:10][CH:9]=2)[N:5]1[CH2:4][CH2:3][CH:2]=[O:1], predict the reactants needed to synthesize it. (7) Given the product [F:1][C:2]([F:7])([F:6])[C:3]([OH:5])=[O:4].[CH3:2][O:8][C:9]1([C:15]2[CH:16]=[C:17]([S:21]([C:24]3[CH:25]=[C:26]([C:31]([NH2:33])=[NH:32])[S:27][C:28]=3[S:29][CH3:30])(=[O:22])=[O:23])[CH:18]=[CH:19][CH:20]=2)[CH2:10][CH2:11][O:12][CH2:13][CH2:14]1, predict the reactants needed to synthesize it. The reactants are: [F:1][C:2]([F:7])([F:6])[C:3]([OH:5])=[O:4].[OH:8][C:9]1([C:15]2[CH:16]=[C:17]([S:21]([C:24]3[CH:25]=[C:26]([C:31]([NH2:33])=[NH:32])[S:27][C:28]=3[S:29][CH3:30])(=[O:23])=[O:22])[CH:18]=[CH:19][CH:20]=2)[CH2:14][CH2:13][O:12][CH2:11][CH2:10]1.[H-].[Na+].IC.